This data is from Reaction yield outcomes from USPTO patents with 853,638 reactions. The task is: Predict the reaction yield, written as a fraction of the theoretical maximum amount of product (1.0 means a 100% yield; for example, 0.34 means a 34% yield). (1) The reactants are [OH-].[Na+].Cl.[CH3:4][C:5]([CH3:11])([CH3:10])[C:6](=[NH:9])OC.[C:12]([CH2:14][C:15]([NH:17][NH2:18])=O)#[N:13]. The catalyst is CO. The product is [C:5]([C:6]1[N:9]=[C:15]([CH2:14][C:12]#[N:13])[NH:17][N:18]=1)([CH3:11])([CH3:10])[CH3:4]. The yield is 0.630. (2) The reactants are [NH2:1][C:2]1[C:3]([F:25])=[C:4]([N:9]([CH2:16][C:17]2[CH:22]=[CH:21][C:20]([O:23][CH3:24])=[CH:19][CH:18]=2)[S:10]([CH2:13][CH2:14][CH3:15])(=[O:12])=[O:11])[CH:5]=[CH:6][C:7]=1[F:8].C1(C)C=CC=CC=1.C[Al](C)C.[CH2:37]([NH:39][C:40]1[C:41]2[C:42](=[C:46]([C:49](OCC)=[O:50])[S:47][N:48]=2)[N:43]=[CH:44][N:45]=1)[CH3:38]. The catalyst is CCCCCC. The product is [F:25][C:3]1[C:4]([N:9]([CH2:16][C:17]2[CH:18]=[CH:19][C:20]([O:23][CH3:24])=[CH:21][CH:22]=2)[S:10]([CH2:13][CH2:14][CH3:15])(=[O:12])=[O:11])=[CH:5][CH:6]=[C:7]([F:8])[C:2]=1[NH:1][C:49]([C:46]1[S:47][N:48]=[C:41]2[C:40]([NH:39][CH2:37][CH3:38])=[N:45][CH:44]=[N:43][C:42]=12)=[O:50]. The yield is 0.500. (3) The reactants are [N:1]1([C:6]2[CH:11]=[CH:10][C:9](/[CH:12]=[CH:13]/[C:14]([C:20]3[CH:25]=[C:24]([Cl:26])[CH:23]=[C:22]([Cl:27])[CH:21]=3)([OH:19])[C:15]([F:18])([F:17])[F:16])=[CH:8][CH:7]=2)[CH:5]=[N:4][CH:3]=[N:2]1.[H-].[Na+].[CH3:30]I. The catalyst is C1COCC1. The product is [Cl:27][C:22]1[CH:21]=[C:20]([C:14]([O:19][CH3:30])([C:15]([F:18])([F:17])[F:16])/[CH:13]=[CH:12]/[C:9]2[CH:10]=[CH:11][C:6]([N:1]3[CH:5]=[N:4][CH:3]=[N:2]3)=[CH:7][CH:8]=2)[CH:25]=[C:24]([Cl:26])[CH:23]=1. The yield is 0.350. (4) The reactants are [C:1]([OH:6])(=[O:5])C(C)=O.C(O[CH:10]([O:14][CH2:15][CH3:16])[O:11][CH2:12][CH3:13])C.S(=O)(=O)(O)O.Cl[CH2:23]Cl. No catalyst specified. The product is [CH2:15]([O:14][C:10]([O:11][CH2:12][CH3:13])([CH3:23])[C:1]([OH:6])=[O:5])[CH3:16]. The yield is 1.00. (5) The reactants are [Cl:1][C:2]1[CH:35]=[CH:34][CH:33]=[C:32]([C:36]([F:39])([F:38])[F:37])[C:3]=1[C:4]([N:6]1[C:14]2[C:9](=[CH:10][CH:11]=[C:12]([C:15](=[O:20])[NH:16][CH2:17][C:18]#[CH:19])[CH:13]=2)[C:8]([C:21]2[CH:30]=[CH:29][C:24]([C:25]([O:27]C)=[O:26])=[CH:23][C:22]=2[F:31])=[N:7]1)=[O:5].[OH:40][Li].O. The catalyst is C1COCC1.O. The product is [Cl:1][C:2]1[CH:35]=[CH:34][CH:33]=[C:32]([C:36]([F:39])([F:37])[F:38])[C:3]=1[C:4]([N:6]1[C:14]2[C:9](=[CH:10][CH:11]=[C:12]([C:15]3[O:20][C:18]([CH2:19][OH:40])=[CH:17][N:16]=3)[CH:13]=2)[C:8]([C:21]2[CH:30]=[CH:29][C:24]([C:25]([OH:27])=[O:26])=[CH:23][C:22]=2[F:31])=[N:7]1)=[O:5]. The yield is 0.800. (6) The reactants are [C:1]([CH:5]([CH2:11][C:12]1[CH:17]=[CH:16][C:15]([O:18][CH3:19])=[CH:14][C:13]=1[CH2:20][NH2:21])[CH2:6][C:7]([O:9][CH3:10])=[O:8])(OC)=[O:2].C(N(CC)CC)C. The catalyst is C1(C)C=CC=CC=1. The product is [CH3:19][O:18][C:15]1[CH:16]=[CH:17][C:12]2[CH2:11][CH:5]([CH2:6][C:7]([O:9][CH3:10])=[O:8])[C:1](=[O:2])[NH:21][CH2:20][C:13]=2[CH:14]=1. The yield is 0.760. (7) The reactants are [Li+].CC([N-]C(C)C)C.[CH3:9][O:10][C:11]1[CH:16]=[CH:15][C:14]([C:17]2[C:18]([C:22]3[CH:29]=[CH:28][C:25]([C:26]#[N:27])=[CH:24][C:23]=3[CH3:30])=[CH:19][S:20][CH:21]=2)=[CH:13][CH:12]=1.CN(C)[CH:33]=[O:34]. The catalyst is O1CCCC1. The product is [CH:33]([C:19]1[S:20][CH:21]=[C:17]([C:14]2[CH:13]=[CH:12][C:11]([O:10][CH3:9])=[CH:16][CH:15]=2)[C:18]=1[C:22]1[CH:29]=[CH:28][C:25]([C:26]#[N:27])=[CH:24][C:23]=1[CH3:30])=[O:34]. The yield is 0.293. (8) The reactants are [Cl:1][C:2]([F:13])([F:12])[C:3]1[N:8]=[CH:7][C:6]([CH:9](O)[CH3:10])=[CH:5][CH:4]=1.S(Cl)([Cl:16])=O. The catalyst is C(Cl)Cl. The product is [Cl:1][C:2]([F:13])([F:12])[C:3]1[CH:4]=[CH:5][C:6]([CH:9]([Cl:16])[CH3:10])=[CH:7][N:8]=1. The yield is 0.980.